This data is from Reaction yield outcomes from USPTO patents with 853,638 reactions. The task is: Predict the reaction yield, written as a fraction of the theoretical maximum amount of product (1.0 means a 100% yield; for example, 0.34 means a 34% yield). (1) The reactants are CC1CCCN(C)C1(C)C.C([Li])CCC.[CH3:16][C:17]([CH3:22])([CH2:20][CH3:21])[CH:18]=[O:19].[F:23][C:24]([F:37])([F:36])[C:25]1[CH:30]=[CH:29][C:28]([C:31]2[O:32][CH:33]=[N:34][N:35]=2)=[CH:27][CH:26]=1. The catalyst is O1CCCC1.C(OCC)(=O)C. The product is [CH3:16][C:17]([CH3:22])([CH2:20][CH3:21])[CH:18]([C:33]1[O:32][C:31]([C:28]2[CH:27]=[CH:26][C:25]([C:24]([F:36])([F:37])[F:23])=[CH:30][CH:29]=2)=[N:35][N:34]=1)[OH:19]. The yield is 0.740. (2) The reactants are [C:1]([C:5]1[CH:10]=[CH:9][C:8]([C:11]2[N:15]=[C:14]([C:16]3[S:17][C:18]([C:27]([F:30])([F:29])[F:28])=[C:19]([C:21]4[CH:26]=[CH:25][CH:24]=[CH:23][CH:22]=4)[CH:20]=3)[O:13][N:12]=2)=[CH:7][CH:6]=1)(OC)=[O:2].CC(C[AlH]CC(C)C)C. The catalyst is C(Cl)Cl. The product is [OH:2][CH2:1][C:5]1[CH:10]=[CH:9][C:8]([C:11]2[N:15]=[C:14]([C:16]3[S:17][C:18]([C:27]([F:30])([F:29])[F:28])=[C:19]([C:21]4[CH:26]=[CH:25][CH:24]=[CH:23][CH:22]=4)[CH:20]=3)[O:13][N:12]=2)=[CH:7][CH:6]=1. The yield is 0.890. (3) The reactants are [Cl:1][C:2]1[CH:7]=[CH:6][C:5]([OH:8])=[CH:4][C:3]=1[F:9].[N+:10]([O-])([OH:12])=[O:11]. The catalyst is ClCCCl.[Br-].C([N+](CCCC)(CCCC)CCCC)CCC.O. The product is [Cl:1][C:2]1[C:3]([F:9])=[CH:4][C:5]([OH:8])=[C:6]([N+:10]([O-:12])=[O:11])[CH:7]=1. The yield is 0.740. (4) The reactants are [CH:1]1[CH:2]=[CH:3][C:4]2[C:5](=[CH:7][N:8]=[N:9][C:10]=2[NH:11][NH2:12])[CH:6]=1.[ClH:13]. No catalyst specified. The product is [CH:1]1[CH:2]=[CH:3][C:4]2[C:5](=[CH:7][N:8]=[N:9][C:10]=2[NH:11][NH2:12])[CH:6]=1.[ClH:13]. The yield is 0.650. (5) The reactants are [I-:1].[K+].N([O-])=O.[Na+].[CH3:7][O:8][C:9]1[CH:14]=[CH:13][C:12]([C:15]2[C:16]3[N:17]([N:21]=[C:22](N)[N:23]=3)[CH:18]=[CH:19][CH:20]=2)=[CH:11][CH:10]=1.C1(C)C=CC(S(O)(=O)=O)=CC=1. The catalyst is O.C(#N)C.C(OCC)(=O)C. The product is [I:1][C:22]1[N:23]=[C:16]2[C:15]([C:12]3[CH:13]=[CH:14][C:9]([O:8][CH3:7])=[CH:10][CH:11]=3)=[CH:20][CH:19]=[CH:18][N:17]2[N:21]=1. The yield is 0.650. (6) The reactants are [CH:1]1([C:6](=[CH2:9])C=O)[CH2:5][CH2:4][CH2:3][CH2:2]1.[N+](C1C=CC([C:17](O)=[O:18])=CC=1)([O-])=O.C(Cl)(Cl)Cl.[C:26]([O:32][CH2:33][N:34]1[C:38]2[N:39]=[N:40][CH:41]=[C:42]([C:43]3[CH:44]=[N:45][NH:46][CH:47]=3)[C:37]=2[CH:36]=[CH:35]1)(=[O:31])[C:27]([CH3:30])([CH3:29])[CH3:28]. No catalyst specified. The product is [C:26]([O:32][CH2:33][N:34]1[C:38]2[N:39]=[N:40][CH:41]=[C:42]([C:43]3[CH:44]=[N:45][N:46]([C@H:6]([CH:1]4[CH2:2][CH2:3][CH2:4][CH2:5]4)[CH2:9][CH:17]=[O:18])[CH:47]=3)[C:37]=2[CH:36]=[CH:35]1)(=[O:31])[C:27]([CH3:30])([CH3:29])[CH3:28]. The yield is 0.580.